From a dataset of Catalyst prediction with 721,799 reactions and 888 catalyst types from USPTO. Predict which catalyst facilitates the given reaction. (1) Reactant: [N:1]([C:3]1[C:4](=[O:20])[NH:5][C:6](=[O:19])[NH:7][C:8]=1[NH:9][CH:10]1[C:18]2[C:13](=[CH:14][CH:15]=[CH:16][CH:17]=2)[CH2:12][CH2:11]1)=O.O.S(S([O-])=O)([O-])=O.[Na+].[Na+]. Product: [NH2:1][C:3]1[C:4](=[O:20])[NH:5][C:6](=[O:19])[NH:7][C:8]=1[NH:9][CH:10]1[C:18]2[C:13](=[CH:14][CH:15]=[CH:16][CH:17]=2)[CH2:12][CH2:11]1. The catalyst class is: 6. (2) Reactant: [C:1]([NH2:7])(=[O:6])[CH2:2][C:3]([CH3:5])=[O:4].[Cl:8][C:9]1[CH:16]=[C:15]([Cl:17])[CH:14]=[CH:13][C:10]=1[CH:11]=O.N1CCCCC1.C(O)(=O)C. Product: [Cl:8][C:9]1[CH:16]=[C:15]([Cl:17])[CH:14]=[CH:13][C:10]=1[CH:11]=[C:2]([C:3](=[O:4])[CH3:5])[C:1]([NH2:7])=[O:6]. The catalyst class is: 32. (3) The catalyst class is: 2. Reactant: C(OC([N:8]1[CH2:12][CH2:11][CH:10]([C:13]2[CH:18]=[CH:17][C:16]([S:19]([C:22]3[CH:27]=[CH:26][CH:25]=[C:24]([F:28])[CH:23]=3)(=[O:21])=[O:20])=[CH:15][C:14]=2[C:29]([OH:31])=[O:30])[CH2:9]1)=O)(C)(C)C.C(O)(C(F)(F)F)=O. Product: [F:28][C:24]1[CH:23]=[C:22]([S:19]([C:16]2[CH:17]=[CH:18][C:13]([CH:10]3[CH2:11][CH2:12][NH:8][CH2:9]3)=[C:14]([CH:15]=2)[C:29]([OH:31])=[O:30])(=[O:21])=[O:20])[CH:27]=[CH:26][CH:25]=1. (4) Reactant: [F:1][C:2]1[CH:3]=[C:4]2[C:9](=[C:10]([C:12](O)=[O:13])[CH:11]=1)[NH:8][CH:7]([C:15]1[CH:20]=[CH:19][CH:18]=[C:17]([N:21]3[CH2:26][CH2:25][N:24]([C:27]4[CH:32]=[CH:31][CH:30]=[CH:29][C:28]=4[CH3:33])[CH2:23][CH2:22]3)[CH:16]=1)[CH2:6][C:5]2([CH3:35])[CH3:34].[CH3:36][S:37]([NH2:40])(=[O:39])=[O:38]. Product: [F:1][C:2]1[CH:3]=[C:4]2[C:9](=[C:10]([C:12]([NH:40][S:37]([CH3:36])(=[O:39])=[O:38])=[O:13])[CH:11]=1)[NH:8][CH:7]([C:15]1[CH:20]=[CH:19][CH:18]=[C:17]([N:21]3[CH2:22][CH2:23][N:24]([C:27]4[CH:32]=[CH:31][CH:30]=[CH:29][C:28]=4[CH3:33])[CH2:25][CH2:26]3)[CH:16]=1)[CH2:6][C:5]2([CH3:35])[CH3:34]. The catalyst class is: 119. (5) Reactant: [CH2:1]([O:3][C:4]([C:6]1[C:11](=[O:12])[NH:10][C:9]2[N:13]([CH:16]([CH3:18])[CH3:17])[N:14]=[CH:15][C:8]=2[C:7]=1Cl)=[O:5])[CH3:2].[NH:20]1[CH2:25][CH2:24][O:23][CH2:22][CH2:21]1. The catalyst class is: 23. Product: [CH2:1]([O:3][C:4]([C:6]1[C:11](=[O:12])[NH:10][C:9]2[N:13]([CH:16]([CH3:18])[CH3:17])[N:14]=[CH:15][C:8]=2[C:7]=1[N:20]1[CH2:25][CH2:24][O:23][CH2:22][CH2:21]1)=[O:5])[CH3:2]. (6) Reactant: [NH2:1][C:2](=[O:27])[CH:3]([CH3:26])[C@H:4]([NH:18]C(=O)OC(C)(C)C)[C:5]1[NH:9][C:8]2[CH:10]=[CH:11][C:12]([C:14]([CH3:17])([CH3:16])[CH3:15])=[CH:13][C:7]=2[N:6]=1. Product: [NH2:18][C@H:4]([C:5]1[NH:9][C:8]2[CH:10]=[CH:11][C:12]([C:14]([CH3:15])([CH3:17])[CH3:16])=[CH:13][C:7]=2[N:6]=1)[C@@H:3]([CH3:26])[C:2]([NH2:1])=[O:27]. The catalyst class is: 157. (7) Reactant: [Cl:1][C:2]1[CH:24]=[CH:23][C:5]([CH2:6][NH:7][C:8]([C:10]2[C:11](=[O:22])[C:12]3[CH:19]=[C:18]([CH2:20]Cl)[S:17][C:13]=3[N:14]([CH3:16])[CH:15]=2)=[O:9])=[CH:4][CH:3]=1.CN(C=O)C.C(N(CC)C(C)C)(C)C.[S:39]1[C:43]2[CH:44]=[CH:45][CH:46]=[CH:47][C:42]=2[N:41]=[C:40]1[CH:48]([OH:52])[CH2:49][NH:50][CH3:51]. Product: [S:39]1[C:43]2[CH:44]=[CH:45][CH:46]=[CH:47][C:42]=2[N:41]=[C:40]1[CH:48]([OH:52])[CH2:49][N:50]([CH2:20][C:18]1[S:17][C:13]2[N:14]([CH3:16])[CH:15]=[C:10]([C:8]([NH:7][CH2:6][C:5]3[CH:23]=[CH:24][C:2]([Cl:1])=[CH:3][CH:4]=3)=[O:9])[C:11](=[O:22])[C:12]=2[CH:19]=1)[CH3:51]. The catalyst class is: 6. (8) Reactant: [C:1]1([C@:7]23[CH2:15][NH:14][CH2:13][C@H:12]2[CH2:11][S:10][C:9]([NH:16][C:17](=[O:24])[C:18]2[CH:23]=[CH:22][CH:21]=[CH:20][CH:19]=2)=[N:8]3)[CH:6]=[CH:5][CH:4]=[CH:3][CH:2]=1.[F:25][C:26]1[CH:27]=[N:28][C:29](Cl)=[N:30][CH:31]=1.O1CCOCC1.C(N(CC)CC)C. Product: [F:25][C:26]1[CH:27]=[N:28][C:29]([N:14]2[CH2:13][C@@H:12]3[C@@:7]([C:1]4[CH:2]=[CH:3][CH:4]=[CH:5][CH:6]=4)([N:8]=[C:9]([NH:16][C:17](=[O:24])[C:18]4[CH:19]=[CH:20][CH:21]=[CH:22][CH:23]=4)[S:10][CH2:11]3)[CH2:15]2)=[N:30][CH:31]=1. The catalyst class is: 6.